From a dataset of Reaction yield outcomes from USPTO patents with 853,638 reactions. Predict the reaction yield, written as a fraction of the theoretical maximum amount of product (1.0 means a 100% yield; for example, 0.34 means a 34% yield). (1) The reactants are [N+:1]([C:4]1[CH:5]=[N:6][CH:7]=[CH:8][C:9]=1[C:10]1[CH2:15][CH2:14][CH:13]([OH:16])[CH2:12][CH:11]=1)([O-:3])=[O:2].CCN(C(C)C)C(C)C.[CH3:26][S:27](Cl)(=[O:29])=[O:28]. The catalyst is C(Cl)Cl.C(OCC)(=O)C. The product is [CH3:26][S:27]([O:16][CH:13]1[CH2:14][CH2:15][C:10]([C:9]2[CH:8]=[CH:7][N:6]=[CH:5][C:4]=2[N+:1]([O-:3])=[O:2])=[CH:11][CH2:12]1)(=[O:29])=[O:28]. The yield is 0.930. (2) The reactants are Br[CH2:2][C:3]1[CH:12]=[CH:11][C:6]([C:7]([O:9][CH3:10])=[O:8])=[CH:5][CH:4]=1.[CH:13]([NH2:16])([CH3:15])[CH3:14]. No catalyst specified. The product is [CH:13]([NH:16][CH2:2][C:3]1[CH:12]=[CH:11][C:6]([C:7]([O:9][CH3:10])=[O:8])=[CH:5][CH:4]=1)([CH3:15])[CH3:14]. The yield is 0.890. (3) The reactants are Br[C:2]1[CH:7]=[CH:6][C:5]([O:8][CH3:9])=[CH:4][C:3]=1[C:10](=[O:12])[CH3:11].[Cl:13][C:14]1[CH:19]=[CH:18][C:17](B(O)O)=[CH:16][CH:15]=1. The yield is 0.930. The catalyst is C1(C)C=CC=CC=1.CO.C([O-])(O)=O.[Na+].C1C=CC([P]([Pd]([P](C2C=CC=CC=2)(C2C=CC=CC=2)C2C=CC=CC=2)([P](C2C=CC=CC=2)(C2C=CC=CC=2)C2C=CC=CC=2)[P](C2C=CC=CC=2)(C2C=CC=CC=2)C2C=CC=CC=2)(C2C=CC=CC=2)C2C=CC=CC=2)=CC=1. The product is [Cl:13][C:14]1[CH:19]=[CH:18][C:17]([C:2]2[CH:7]=[CH:6][C:5]([O:8][CH3:9])=[CH:4][C:3]=2[C:10](=[O:12])[CH3:11])=[CH:16][CH:15]=1. (4) The reactants are [CH3:1][N:2]1[C:6]([N:7]2[CH2:13][CH2:12][CH2:11][C:10]([C:15]([F:18])([F:17])[F:16])([OH:14])[CH2:9][CH2:8]2)=[C:5]([N+:19]([O-])=O)[CH:4]=[N:3]1.C(OC([NH:29][C:30]1[S:34][C:33]([C:35]2[C:40]([F:41])=[CH:39][CH:38]=[CH:37][C:36]=2[F:42])=[N:32][C:31]=1[C:43](O)=[O:44])=O)(C)(C)C. No catalyst specified. The product is [NH2:29][C:30]1[S:34][C:33]([C:35]2[C:40]([F:41])=[CH:39][CH:38]=[CH:37][C:36]=2[F:42])=[N:32][C:31]=1[C:43]([NH:19][C:5]1[CH:4]=[N:3][N:2]([CH3:1])[C:6]=1[N:7]1[CH2:13][CH2:12][CH2:11][C:10]([OH:14])([C:15]([F:18])([F:17])[F:16])[CH2:9][CH2:8]1)=[O:44]. The yield is 0.290. (5) The reactants are NC(C)(C)[CH2:3][OH:4].[C:7]([C:10]1[CH:18]=[CH:17][C:13](C(O)=O)=[CH:12][CH:11]=1)(=O)[CH3:8].C(Cl)C[Cl:21].C1C=CC2N(O)N=NC=2C=1.CCN(C(C)C)C(C)C. The catalyst is C(Cl)Cl. The product is [C:3]([Cl:21])(=[O:4])[CH2:8][CH2:7][C:10]1[CH:11]=[CH:12][CH:13]=[CH:17][CH:18]=1. The yield is 0.540.